Dataset: Forward reaction prediction with 1.9M reactions from USPTO patents (1976-2016). Task: Predict the product of the given reaction. (1) Given the reactants [F:1][C:2]1[CH:3]=[C:4]2[C:12](=[CH:13][CH:14]=1)[NH:11][C:10]1[CH2:9][C:8]([CH3:16])([CH3:15])[CH2:7][C:6](=[O:17])[C:5]2=1.[H-].[Na+].Br[CH2:21][CH2:22][CH2:23][CH2:24][CH2:25][CH2:26][C:27]([O:29][CH2:30][CH3:31])=[O:28], predict the reaction product. The product is: [F:1][C:2]1[CH:3]=[C:4]2[C:12](=[CH:13][CH:14]=1)[N:11]([CH2:21][CH2:22][CH2:23][CH2:24][CH2:25][CH2:26][C:27]([O:29][CH2:30][CH3:31])=[O:28])[C:10]1[CH2:9][C:8]([CH3:15])([CH3:16])[CH2:7][C:6](=[O:17])[C:5]2=1. (2) Given the reactants OC(C(F)(F)F)=O.[NH:8]1[CH2:11][CH:10]([NH:12][C:13](=[O:30])[CH2:14][NH:15][C:16]2[C:20]3[CH:21]=[C:22]([O:25][C:26]([F:29])([F:28])[F:27])[CH:23]=[CH:24][C:19]=3[O:18][N:17]=2)[CH2:9]1.[CH2:31]([O:33][C:34]([CH:36]1[CH2:41][CH2:40][C:39](=O)[CH2:38][CH2:37]1)=[O:35])[CH3:32], predict the reaction product. The product is: [CH2:31]([O:33][C:34]([CH:36]1[CH2:41][CH2:40][CH:39]([N:8]2[CH2:9][CH:10]([NH:12][C:13](=[O:30])[CH2:14][NH:15][C:16]3[C:20]4[CH:21]=[C:22]([O:25][C:26]([F:28])([F:27])[F:29])[CH:23]=[CH:24][C:19]=4[O:18][N:17]=3)[CH2:11]2)[CH2:38][CH2:37]1)=[O:35])[CH3:32]. (3) Given the reactants [Cl:1][C:2]1[CH:7]=[CH:6][C:5]([C:8]2[O:12][N:11]=[C:10]([C:13]([O:15][CH2:16][CH3:17])=[O:14])[CH:9]=2)=[CH:4][CH:3]=1.[Br:18]N1C(=O)CCC1=O, predict the reaction product. The product is: [Br:18][C:9]1[C:10]([C:13]([O:15][CH2:16][CH3:17])=[O:14])=[N:11][O:12][C:8]=1[C:5]1[CH:4]=[CH:3][C:2]([Cl:1])=[CH:7][CH:6]=1. (4) Given the reactants F[P-](F)(F)(F)(F)F.N1(OC(N(C)C)=[N+](C)C)C2N=CC=CC=2N=N1.[CH3:25][O:26][C:27]1[CH:28]=[C:29]2[C:34](=[CH:35][C:36]=1[O:37][CH3:38])[N:33]=[CH:32][N:31]=[C:30]2[O:39][C:40]1[CH:41]=[CH:42][C:43]([CH2:46][C:47](O)=[O:48])=[N:44][CH:45]=1.[NH2:50][C:51]1[S:52][C:53]([CH3:57])=[C:54]([CH3:56])[N:55]=1.C(=O)(O)[O-].[Na+].C(=O)([O-])[O-].[Na+].[Na+], predict the reaction product. The product is: [CH3:56][C:54]1[N:55]=[C:51]([NH:50][C:47](=[O:48])[CH2:46][C:43]2[CH:42]=[CH:41][C:40]([O:39][C:30]3[C:29]4[C:34](=[CH:35][C:36]([O:37][CH3:38])=[C:27]([O:26][CH3:25])[CH:28]=4)[N:33]=[CH:32][N:31]=3)=[CH:45][N:44]=2)[S:52][C:53]=1[CH3:57]. (5) Given the reactants C(CC[N:5]1[C:9]([C:10]2[CH:11]=[C:12]([CH:17]=[CH:18][CH:19]=2)[C:13]([O:15]C)=[O:14])=[N:8][N:7]=[N:6]1)#N.O.[OH-].[Li+], predict the reaction product. The product is: [NH:8]1[C:9]([C:10]2[CH:11]=[C:12]([CH:17]=[CH:18][CH:19]=2)[C:13]([OH:15])=[O:14])=[N:5][N:6]=[N:7]1. (6) Given the reactants [CH3:1][C:2]1([NH:20][C:21](=[O:27])[O:22][C:23]([CH3:26])([CH3:25])[CH3:24])[CH2:7][CH2:6][CH2:5][N:4]([C:8]2[C:13]([N+:14]([O-])=O)=[CH:12][N:11]=[C:10]3[CH2:17][CH2:18][CH2:19][C:9]=23)[CH2:3]1.CC(O)=O, predict the reaction product. The product is: [NH2:14][C:13]1[C:8]([N:4]2[CH2:5][CH2:6][CH2:7][C:2]([NH:20][C:21](=[O:27])[O:22][C:23]([CH3:26])([CH3:25])[CH3:24])([CH3:1])[CH2:3]2)=[C:9]2[CH2:19][CH2:18][CH2:17][C:10]2=[N:11][CH:12]=1. (7) Given the reactants [CH3:1][O:2][C:3]1[CH:8]=[CH:7][C:6]([SH:9])=[CH:5][CH:4]=1.Br[CH2:11][C:12]([O:14]CC)=[O:13].[OH-].[K+].[OH-].[Na+], predict the reaction product. The product is: [CH3:1][O:2][C:3]1[CH:8]=[CH:7][C:6]([S:9][CH2:11][C:12]([OH:14])=[O:13])=[CH:5][CH:4]=1. (8) Given the reactants [F:1][C:2]([F:37])([F:36])[O:3][C:4]1[CH:9]=[CH:8][C:7]([CH:10]([C:25]2[CH:30]=[CH:29][C:28]([O:31][C:32]([F:35])([F:34])[F:33])=[CH:27][CH:26]=2)[C:11]2([OH:24])[CH2:16][CH2:15][N:14](CC3C=CC=CC=3)[CH2:13][CH2:12]2)=[CH:6][CH:5]=1, predict the reaction product. The product is: [F:34][C:32]([F:33])([F:35])[O:31][C:28]1[CH:27]=[CH:26][C:25]([CH:10]([C:7]2[CH:8]=[CH:9][C:4]([O:3][C:2]([F:37])([F:1])[F:36])=[CH:5][CH:6]=2)[C:11]2([OH:24])[CH2:16][CH2:15][NH:14][CH2:13][CH2:12]2)=[CH:30][CH:29]=1. (9) The product is: [F:1][C:2]1[CH:3]=[CH:4][C:5]([C@H:8]([CH2:12][CH:13]=[CH2:14])[CH2:9][N:10]([CH3:11])[C:20](=[O:22])[C:19]2[CH:23]=[C:24]([C:26]([F:29])([F:28])[F:27])[CH:25]=[C:17]([C:16]([F:15])([F:31])[F:30])[CH:18]=2)=[CH:6][CH:7]=1. Given the reactants [F:1][C:2]1[CH:7]=[CH:6][C:5]([C@H:8]([CH2:12][CH:13]=[CH2:14])[CH2:9][NH:10][CH3:11])=[CH:4][CH:3]=1.[F:15][C:16]([F:31])([F:30])[C:17]1[CH:18]=[C:19]([CH:23]=[C:24]([C:26]([F:29])([F:28])[F:27])[CH:25]=1)[C:20]([OH:22])=O.CN(C(ON1N=NC2C=CC=CC1=2)=[N+](C)C)C.[B-](F)(F)(F)F.CCN(C(C)C)C(C)C, predict the reaction product. (10) Given the reactants [N:1]#[C:2]Br.C(=O)([O-])[O-].[K+].[K+].[F:10][C:11]1[CH:16]=[C:15]([S:17]([CH3:20])(=[O:19])=[O:18])[CH:14]=[C:13]([F:21])[C:12]=1[NH:22][C@H:23]1[CH2:28][CH2:27][CH2:26][N:25]([CH:29]2[CH2:34][CH2:33][NH:32][CH2:31][CH2:30]2)[C:24]1=[O:35], predict the reaction product. The product is: [F:21][C:13]1[CH:14]=[C:15]([S:17]([CH3:20])(=[O:19])=[O:18])[CH:16]=[C:11]([F:10])[C:12]=1[NH:22][C@H:23]1[CH2:28][CH2:27][CH2:26][N:25]([CH:29]2[CH2:30][CH2:31][N:32]([C:2]#[N:1])[CH2:33][CH2:34]2)[C:24]1=[O:35].